Dataset: NCI-60 drug combinations with 297,098 pairs across 59 cell lines. Task: Regression. Given two drug SMILES strings and cell line genomic features, predict the synergy score measuring deviation from expected non-interaction effect. (1) Synergy scores: CSS=29.5, Synergy_ZIP=-8.84, Synergy_Bliss=1.75, Synergy_Loewe=-0.615, Synergy_HSA=0.126. Drug 1: COC1=C(C=C2C(=C1)N=CN=C2NC3=CC(=C(C=C3)F)Cl)OCCCN4CCOCC4. Drug 2: C1=CC(=CC=C1C#N)C(C2=CC=C(C=C2)C#N)N3C=NC=N3. Cell line: HT29. (2) Drug 1: C1C(C(OC1N2C=NC3=C(N=C(N=C32)Cl)N)CO)O. Drug 2: C(CCl)NC(=O)N(CCCl)N=O. Cell line: TK-10. Synergy scores: CSS=2.60, Synergy_ZIP=-2.61, Synergy_Bliss=-5.05, Synergy_Loewe=-2.78, Synergy_HSA=-2.97. (3) Drug 1: C1CC(=O)NC(=O)C1N2CC3=C(C2=O)C=CC=C3N. Drug 2: CC=C1C(=O)NC(C(=O)OC2CC(=O)NC(C(=O)NC(CSSCCC=C2)C(=O)N1)C(C)C)C(C)C. Cell line: HOP-62. Synergy scores: CSS=55.5, Synergy_ZIP=-0.880, Synergy_Bliss=0.133, Synergy_Loewe=-35.0, Synergy_HSA=4.31. (4) Drug 1: C1=CC=C(C=C1)NC(=O)CCCCCCC(=O)NO. Drug 2: C1CN(P(=O)(OC1)NCCCl)CCCl. Cell line: U251. Synergy scores: CSS=4.14, Synergy_ZIP=-4.92, Synergy_Bliss=-0.0791, Synergy_Loewe=-14.8, Synergy_HSA=-1.50. (5) Drug 1: CCN(CC)CCCC(C)NC1=C2C=C(C=CC2=NC3=C1C=CC(=C3)Cl)OC. Drug 2: C1C(C(OC1N2C=NC3=C2NC=NCC3O)CO)O. Cell line: COLO 205. Synergy scores: CSS=32.1, Synergy_ZIP=-6.77, Synergy_Bliss=-9.29, Synergy_Loewe=-14.0, Synergy_HSA=-9.61. (6) Drug 1: CN1C(=O)N2C=NC(=C2N=N1)C(=O)N. Drug 2: C1=CC=C(C=C1)NC(=O)CCCCCCC(=O)NO. Cell line: SNB-75. Synergy scores: CSS=9.76, Synergy_ZIP=-3.55, Synergy_Bliss=-0.954, Synergy_Loewe=-3.90, Synergy_HSA=-1.75.